From a dataset of Full USPTO retrosynthesis dataset with 1.9M reactions from patents (1976-2016). Predict the reactants needed to synthesize the given product. (1) Given the product [NH3:1].[CH2:14]([N:11]1[CH2:12][CH2:13][C:8]([CH3:20])([C:4]2[CH:5]=[CH:6][CH:7]=[C:2]([NH:1][S:24]([CH2:21][CH2:22][CH3:23])(=[O:26])=[O:25])[CH:3]=2)[CH2:9][CH2:10]1)[CH2:15][CH2:16][CH2:17][CH2:18][CH3:19], predict the reactants needed to synthesize it. The reactants are: [NH2:1][C:2]1[CH:3]=[C:4]([C:8]2([CH3:20])[CH2:13][CH2:12][N:11]([CH2:14][CH2:15][CH2:16][CH2:17][CH2:18][CH3:19])[CH2:10][CH2:9]2)[CH:5]=[CH:6][CH:7]=1.[CH2:21]([S:24](Cl)(=[O:26])=[O:25])[CH2:22][CH3:23].N1C=CC=CC=1. (2) Given the product [CH2:18]([N:7]1[CH2:8][C:9]([C:11]2[CH:12]=[CH:13][C:14]([Cl:17])=[CH:15][CH:16]=2)([CH3:10])[CH:5]([C:3]([OH:4])=[O:2])[CH2:6]1)[C:19]1[CH:24]=[CH:23][CH:22]=[CH:21][CH:20]=1, predict the reactants needed to synthesize it. The reactants are: C[O:2][C:3]([CH:5]1[C:9]([C:11]2[CH:16]=[CH:15][C:14]([Cl:17])=[CH:13][CH:12]=2)([CH3:10])[CH2:8][N:7]([CH2:18][C:19]2[CH:24]=[CH:23][CH:22]=[CH:21][CH:20]=2)[CH2:6]1)=[O:4].[Li+].[OH-].CO. (3) Given the product [CH2:1]([N:8]1[CH:13]([CH2:14][O:15][CH3:21])[CH2:12][O:11][CH:10]([CH3:16])[C:9]1=[O:17])[C:2]1[CH:3]=[CH:4][CH:5]=[CH:6][CH:7]=1, predict the reactants needed to synthesize it. The reactants are: [CH2:1]([N:8]1[CH:13]([CH2:14][OH:15])[CH2:12][O:11][CH:10]([CH3:16])[C:9]1=[O:17])[C:2]1[CH:7]=[CH:6][CH:5]=[CH:4][CH:3]=1.[H-].[Na+].I[CH3:21].O. (4) Given the product [OH:6][C:5]1[C@@H:7]([C@@H:9]([OH:10])[CH2:11][OH:12])[O:8][C:2](=[O:1])[C:3]=1[OH:4].[OH:24][CH2:23][C@@H:21]([C@H:19]([C@@H:17]([C@@H:15]([CH2:14][OH:13])[OH:16])[OH:18])[OH:20])[OH:22].[OH:32][CH2:31][C:29]([C@H:28]([C@@H:27]([C@H:26]([CH2:25][OH:36])[OH:35])[OH:34])[OH:33])=[O:30].[CH2:11]([OH:12])[C@H:9]([OH:10])[C@@H:7]([OH:8])[C@H:5]([OH:6])[C:3]([CH:2]=[O:1])=[O:4], predict the reactants needed to synthesize it. The reactants are: [OH:1][CH2:2][C:3]([C@H:5]([C@@H:7]([C@H:9]([CH2:11][OH:12])[OH:10])[OH:8])[OH:6])=[O:4].[OH:13][CH2:14][C@@H:15]([C@H:17]([C@@H:19]([C@@H:21]([CH2:23][OH:24])[OH:22])[OH:20])[OH:18])[OH:16].[CH2:25]([OH:36])[C@H:26]([OH:35])[C@@H:27]([OH:34])[C@H:28]([OH:33])[C:29]([CH:31]=[O:32])=[O:30]. (5) The reactants are: C([O:3][C:4](=[O:16])[CH2:5][N:6]1[C:14]([Cl:15])=[C:13]2[C:8]([N:9]=[CH:10][CH:11]=[CH:12]2)=[N:7]1)C.[OH-].[Li+]. Given the product [Cl:15][C:14]1[N:6]([CH2:5][C:4]([OH:16])=[O:3])[N:7]=[C:8]2[C:13]=1[CH:12]=[CH:11][CH:10]=[N:9]2, predict the reactants needed to synthesize it. (6) Given the product [Br:1][C:2]1[C:3]([S:9][CH2:10][CH2:11][CH2:12][CH2:13][OH:14])=[N:4][C:5]([NH:15][C:16]2[CH:17]=[CH:18][C:19]([S:22]([NH2:25])(=[O:24])=[O:23])=[N:20][CH:21]=2)=[N:6][CH:7]=1, predict the reactants needed to synthesize it. The reactants are: [Br:1][C:2]1[C:3]([S:9][CH2:10][CH2:11][CH2:12][CH2:13][OH:14])=[N:4][C:5](Cl)=[N:6][CH:7]=1.[NH2:15][C:16]1[CH:17]=[CH:18][C:19]([S:22]([NH2:25])(=[O:24])=[O:23])=[N:20][CH:21]=1.Cl.O.